Dataset: Forward reaction prediction with 1.9M reactions from USPTO patents (1976-2016). Task: Predict the product of the given reaction. (1) Given the reactants [C:1]([O:5][C:6]([NH:8][CH2:9][CH2:10][C:11]([OH:13])=O)=[O:7])([CH3:4])([CH3:3])[CH3:2].F[B-](F)(F)F.[N:19]1(OC(N(C)C)=[N+](C)C)[C:23]2C=CC=[CH:27][C:22]=2N=[N:20]1.C(N(C(C)C)CC)(C)C.[O:45]1CCCC1.ClCCl, predict the reaction product. The product is: [O:13]=[C:11]([NH:20][NH:19][C:23](=[O:45])[CH2:22][CH3:27])[CH2:10][CH2:9][NH:8][C:6](=[O:7])[O:5][C:1]([CH3:2])([CH3:3])[CH3:4]. (2) Given the reactants C[O:2][C:3](=O)[CH2:4][C:5]1[CH:10]=[CH:9][CH:8]=[C:7]([CH2:11][N:12]([C:22]([O:24][C:25]([CH3:28])([CH3:27])[CH3:26])=[O:23])[CH2:13][CH2:14][C:15]2[CH:20]=[CH:19][CH:18]=[CH:17][C:16]=2[OH:21])[CH:6]=1.[BH4-].[Li+], predict the reaction product. The product is: [C:25]([O:24][C:22](=[O:23])[N:12]([CH2:11][C:7]1[CH:8]=[CH:9][CH:10]=[C:5]([CH2:4][CH2:3][OH:2])[CH:6]=1)[CH2:13][CH2:14][C:15]1[CH:20]=[CH:19][CH:18]=[CH:17][C:16]=1[OH:21])([CH3:26])([CH3:28])[CH3:27]. (3) Given the reactants [H-].[Na+].[CH2:3]([N:10]([CH2:14][CH2:15][OH:16])[CH2:11][CH2:12][OH:13])[C:4]1[CH:9]=[CH:8][CH:7]=[CH:6][CH:5]=1.CS(O[CH2:22][CH2:23][CH2:24][CH2:25][CH2:26][CH2:27][CH2:28][CH2:29]/[CH:30]=[CH:31]\[CH2:32]/[CH:33]=[CH:34]\[CH2:35][CH2:36][CH2:37][CH2:38][CH3:39])(=O)=O.[CH2:40](O)[CH3:41], predict the reaction product. The product is: [CH2:3]([N:10]([CH2:14][CH2:15][O:16][CH2:37][CH2:36][CH2:35][CH2:34][CH2:33][CH2:32][CH2:31][CH2:30]/[CH:29]=[CH:28]\[CH2:27]/[CH:26]=[CH:25]\[CH2:24][CH2:23][CH2:22][CH2:40][CH3:41])[CH2:11][CH2:12][O:13][CH2:22][CH2:23][CH2:24][CH2:25][CH2:26][CH2:27][CH2:28][CH2:29]/[CH:30]=[CH:31]\[CH2:32]/[CH:33]=[CH:34]\[CH2:35][CH2:36][CH2:37][CH2:38][CH3:39])[C:4]1[CH:9]=[CH:8][CH:7]=[CH:6][CH:5]=1.